This data is from Full USPTO retrosynthesis dataset with 1.9M reactions from patents (1976-2016). The task is: Predict the reactants needed to synthesize the given product. (1) Given the product [CH2:2]1[C:3]2([CH2:4][O:5][CH:6]([CH2:9][O:10][C:11]3[CH:16]=[CH:15][N:14]=[C:13]([CH2:17][S:18]([C:19]4[NH:20][C:21]5[CH:27]=[CH:26][CH:25]=[CH:24][C:22]=5[N:23]=4)=[O:37])[C:12]=3[CH3:28])[O:7][CH2:8]2)[CH2:1]1, predict the reactants needed to synthesize it. The reactants are: [CH2:1]1[C:3]2([CH2:8][O:7][CH:6]([CH2:9][O:10][C:11]3[CH:16]=[CH:15][N:14]=[C:13]([CH2:17][S:18][C:19]4[NH:23][C:22]5[CH:24]=[CH:25][CH:26]=[CH:27][C:21]=5[N:20]=4)[C:12]=3[CH3:28])[O:5][CH2:4]2)[CH2:2]1.ClC1C=CC=C(C(OO)=[O:37])C=1.C(=O)([O-])O.[Na+]. (2) Given the product [Br:1][C:2]1[CH:3]=[CH:4][C:5]([CH:8]([N:10]([CH3:14])[CH3:11])[CH3:9])=[CH:6][CH:7]=1, predict the reactants needed to synthesize it. The reactants are: [Br:1][C:2]1[CH:7]=[CH:6][C:5]([CH:8]([NH:10][CH3:11])[CH3:9])=[CH:4][CH:3]=1.[BH-](OC(C)=O)(OC(C)=O)O[C:14](C)=O.[Na+].C(=O)([O-])O.[Na+]. (3) Given the product [CH3:10][O:9][C:5]1[CH:6]=[C:7]([CH3:8])[C:2]([B:17]([OH:22])[OH:18])=[C:3]([CH3:11])[CH:4]=1, predict the reactants needed to synthesize it. The reactants are: Br[C:2]1[C:7]([CH3:8])=[CH:6][C:5]([O:9][CH3:10])=[CH:4][C:3]=1[CH3:11].C([Li])CCC.[B:17](OC(C)C)([O:22]C(C)C)[O:18]C(C)C. (4) Given the product [F:5][C:6]1[CH:7]=[C:8]2[C:12](=[CH:13][C:14]=1[N+:1]([O-:4])=[O:2])[C:11](=[O:15])[NH:10][C:9]2=[O:16], predict the reactants needed to synthesize it. The reactants are: [N+:1]([O-:4])(O)=[O:2].[F:5][C:6]1[CH:7]=[C:8]2[C:12](=[CH:13][CH:14]=1)[C:11](=[O:15])[NH:10][C:9]2=[O:16]. (5) Given the product [C:1]([O:5][C:6](=[O:7])[NH:8][C@@H:9]([CH3:10])[C:11]([N:16]([O:17][CH3:18])[CH3:15])=[O:13])([CH3:2])([CH3:3])[CH3:4], predict the reactants needed to synthesize it. The reactants are: [C:1]([O:5][C:6]([NH:8][C@H:9]([C:11]([OH:13])=O)[CH3:10])=[O:7])([CH3:4])([CH3:3])[CH3:2].Cl.[CH3:15][NH:16][O:17][CH3:18]. (6) The reactants are: ClC1C=CC=C(C(OO)=[O:9])C=1.[CH3:12][S:13][CH2:14][CH2:15][NH:16][C:17](=[O:45])[C:18]1[CH:23]=[CH:22][CH:21]=[C:20]([C:24]2[C:32]3[O:31][C:30]([CH2:33][C:34]4[CH:39]=[CH:38][CH:37]=[C:36]([C:40]([F:43])([F:42])[F:41])[CH:35]=4)=[C:29]([CH3:44])[C:28]=3[CH:27]=[CH:26][CH:25]=2)[CH:19]=1.C(=O)(O)[O-].[Na+]. Given the product [CH3:12][S:13]([CH2:14][CH2:15][NH:16][C:17](=[O:45])[C:18]1[CH:23]=[CH:22][CH:21]=[C:20]([C:24]2[C:32]3[O:31][C:30]([CH2:33][C:34]4[CH:39]=[CH:38][CH:37]=[C:36]([C:40]([F:42])([F:43])[F:41])[CH:35]=4)=[C:29]([CH3:44])[C:28]=3[CH:27]=[CH:26][CH:25]=2)[CH:19]=1)=[O:9], predict the reactants needed to synthesize it.